This data is from Peptide-MHC class I binding affinity with 185,985 pairs from IEDB/IMGT. The task is: Regression. Given a peptide amino acid sequence and an MHC pseudo amino acid sequence, predict their binding affinity value. This is MHC class I binding data. The peptide sequence is YVIRHVDGKI. The MHC is HLA-A68:02 with pseudo-sequence HLA-A68:02. The binding affinity (normalized) is 0.714.